Predict the product of the given reaction. From a dataset of Forward reaction prediction with 1.9M reactions from USPTO patents (1976-2016). (1) Given the reactants [Cl:1][C:2]1[CH:7]=[CH:6][C:5]([C:8]2[C:13]([NH:14][NH2:15])=[N:12][N:11]([CH2:16][C:17]3[C:18]([CH3:27])=[N:19][C:20]([C:23]([F:26])([F:25])[F:24])=[CH:21][CH:22]=3)[C:10](=[O:28])[C:9]=2[C:29]2[CH:36]=[CH:35][C:32]([C:33]#[N:34])=[CH:31][CH:30]=2)=[CH:4][CH:3]=1.[CH2:37]1C[O:40][CH2:39][CH2:38]1.CCN(CC)CC.C(Cl)(=O)CC, predict the reaction product. The product is: [Cl:1][C:2]1[CH:7]=[CH:6][C:5]([C:8]2[C:13]([NH:14][NH:15][C:39](=[O:40])[CH2:38][CH3:37])=[N:12][N:11]([CH2:16][C:17]3[C:18]([CH3:27])=[N:19][C:20]([C:23]([F:25])([F:26])[F:24])=[CH:21][CH:22]=3)[C:10](=[O:28])[C:9]=2[C:29]2[CH:30]=[CH:31][C:32]([C:33]#[N:34])=[CH:35][CH:36]=2)=[CH:4][CH:3]=1. (2) The product is: [N:1]1[CH:6]=[CH:5][CH:4]=[CH:3][C:2]=1[CH2:7][C:8]([N:10]1[C:18]2[C:13](=[CH:14][C:15]([NH:19][C:20]([C:22]3[CH:27]=[CH:26][CH:25]=[CH:24][C:23]=3[C:28]3[CH:29]=[CH:30][C:31]([C:34]([O:36][CH2:50][O:49][C:43](=[O:48])[C:44]([CH3:47])([CH3:46])[CH3:45])=[O:35])=[CH:32][CH:33]=3)=[O:21])=[CH:16][CH:17]=2)[CH2:12][CH2:11]1)=[O:9]. Given the reactants [N:1]1[CH:6]=[CH:5][CH:4]=[CH:3][C:2]=1[CH2:7][C:8]([N:10]1[C:18]2[C:13](=[CH:14][C:15]([NH:19][C:20]([C:22]3[CH:27]=[CH:26][CH:25]=[CH:24][C:23]=3[C:28]3[CH:33]=[CH:32][C:31]([C:34]([OH:36])=[O:35])=[CH:30][CH:29]=3)=[O:21])=[CH:16][CH:17]=2)[CH2:12][CH2:11]1)=[O:9].C(=O)([O-])[O-].[K+].[K+].[C:43]([O:49][CH2:50]Cl)(=[O:48])[C:44]([CH3:47])([CH3:46])[CH3:45].O, predict the reaction product. (3) Given the reactants [OH:1][C:2]([CH3:35])([CH3:34])[CH2:3][C@@:4]1([C:28]2[CH:33]=[CH:32][CH:31]=[CH:30][CH:29]=2)[O:9][C:8](=[O:10])[N:7]([C@H:11]([C:13]2[CH:18]=[CH:17][C:16](B3OC(C)(C)C(C)(C)O3)=[CH:15][CH:14]=2)[CH3:12])[CH2:6][CH2:5]1.Br[C:37]1[CH:42]=[CH:41][N:40]([C@H:43]2[CH2:47][CH2:46][O:45][CH2:44]2)[C:39](=[O:48])[CH:38]=1, predict the reaction product. The product is: [OH:1][C:2]([CH3:34])([CH3:35])[CH2:3][C@@:4]1([C:28]2[CH:33]=[CH:32][CH:31]=[CH:30][CH:29]=2)[O:9][C:8](=[O:10])[N:7]([C@H:11]([C:13]2[CH:14]=[CH:15][C:16]([C:37]3[CH:42]=[CH:41][N:40]([C@H:43]4[CH2:47][CH2:46][O:45][CH2:44]4)[C:39](=[O:48])[CH:38]=3)=[CH:17][CH:18]=2)[CH3:12])[CH2:6][CH2:5]1. (4) Given the reactants [H-].[H-].[H-].[H-].[Li+].[Al+3].[CH3:7][C:8]1[O:12][C:11]([C:13]2[CH:14]=[C:15]([CH:19]=[CH:20][CH:21]=2)[C:16](O)=[O:17])=[N:10][CH:9]=1.Cl, predict the reaction product. The product is: [CH3:7][C:8]1[O:12][C:11]([C:13]2[CH:14]=[C:15]([CH2:16][OH:17])[CH:19]=[CH:20][CH:21]=2)=[N:10][CH:9]=1. (5) Given the reactants Br[C:2]1[C:10]2[C:9]([NH2:11])=[CH:8][C:7]([CH3:12])=[N:6][C:5]=2[S:4][C:3]=1[CH3:13].O.CC1(C)C(C)(C)OB([C:23]2[CH:24]=[C:25]([N:29]3[CH2:34][CH2:33][N:32]([C:35]([O:37][C:38]([CH3:41])([CH3:40])[CH3:39])=[O:36])[CH2:31][CH2:30]3)[CH:26]=[CH:27][CH:28]=2)O1.C(=O)([O-])[O-].[K+].[K+], predict the reaction product. The product is: [NH2:11][C:9]1[CH:8]=[C:7]([CH3:12])[N:6]=[C:5]2[S:4][C:3]([CH3:13])=[C:2]([C:23]3[CH:24]=[C:25]([N:29]4[CH2:30][CH2:31][N:32]([C:35]([O:37][C:38]([CH3:41])([CH3:40])[CH3:39])=[O:36])[CH2:33][CH2:34]4)[CH:26]=[CH:27][CH:28]=3)[C:10]=12. (6) Given the reactants Br[C:2]1[CH:7]=[CH:6][CH:5]=[CH:4][C:3]=1[S:8]([N:11]1[CH2:14][C:13]([C:16]([F:19])([F:18])[F:17])([OH:15])[CH2:12]1)(=[O:10])=[O:9].[F:20][C:21]1[CH:26]=[C:25](B2OC(C)(C)C(C)(C)O2)[CH:24]=[CH:23][C:22]=1[C:36]1[CH:37]=[N:38][C:39]([NH2:42])=[N:40][CH:41]=1, predict the reaction product. The product is: [NH2:42][C:39]1[N:40]=[CH:41][C:36]([C:22]2[CH:23]=[CH:24][C:25]([C:2]3[CH:7]=[CH:6][CH:5]=[CH:4][C:3]=3[S:8]([N:11]3[CH2:14][C:13]([C:16]([F:19])([F:18])[F:17])([OH:15])[CH2:12]3)(=[O:10])=[O:9])=[CH:26][C:21]=2[F:20])=[CH:37][N:38]=1. (7) Given the reactants [C:1]([N:5]1[C:9]([Cl:10])=[C:8](C(O)=O)[CH:7]=[N:6]1)([CH3:4])([CH3:3])[CH3:2].[CH3:14][C:15]([OH:18])([CH3:17])[CH3:16].C([N:21]([CH2:24]C)CC)C.C1(P(N=[N+]=[N-])(C2C=CC=CC=2)=[O:33])C=CC=CC=1, predict the reaction product. The product is: [C:1]([N:5]1[C:9]([Cl:10])=[C:8]([NH:21][C:24](=[O:33])[O:18][C:15]([CH3:17])([CH3:16])[CH3:14])[CH:7]=[N:6]1)([CH3:2])([CH3:3])[CH3:4]. (8) Given the reactants [Br:1][C:2]1[C:3]([CH3:19])=[C:4]([NH:8][C:9](=[O:18])[C:10]2[CH:15]=[CH:14][CH:13]=[CH:12][C:11]=2[CH2:16]Cl)[CH:5]=[CH:6][CH:7]=1.[H-].[Na+].O, predict the reaction product. The product is: [Br:1][C:2]1[C:3]([CH3:19])=[C:4]([N:8]2[CH2:16][C:11]3[C:10](=[CH:15][CH:14]=[CH:13][CH:12]=3)[C:9]2=[O:18])[CH:5]=[CH:6][CH:7]=1. (9) Given the reactants [O:1]1[C:5]2([CH2:10][CH2:9][CH:8]([N:11]3[CH:15]=[C:14]([C:16]4[C:24]5[C:19](=[CH:20][C:21]([F:25])=[CH:22][CH:23]=5)[N:18](S(C5C=CC=CC=5)(=O)=O)[CH:17]=4)[CH:13]=[N:12]3)[CH2:7][CH2:6]2)[O:4][CH2:3][CH2:2]1.FC1C=C2C(C(C3C=NN([C@H]4C[C@H](C(O)=O)C4)C=3)=CN2S(C2C=CC=CC=2)(=O)=O)=CC=1.[OH-].[Na+], predict the reaction product. The product is: [O:1]1[C:5]2([CH2:6][CH2:7][CH:8]([N:11]3[CH:15]=[C:14]([C:16]4[C:24]5[C:19](=[CH:20][C:21]([F:25])=[CH:22][CH:23]=5)[NH:18][CH:17]=4)[CH:13]=[N:12]3)[CH2:9][CH2:10]2)[O:4][CH2:3][CH2:2]1. (10) The product is: [CH3:1][O:2][C:3](=[O:29])[NH:4][C@H:5]1[CH2:10][CH2:9][N:8]([C:11]2[CH:16]=[C:15]([C:17]#[N:18])[CH:14]=[C:13]([NH:19][C:43]3[N:42]=[C:41]([N:40]([CH:37]4[CH2:39][CH2:38]4)[CH2:56][C:57]4[CH:62]=[CH:61][C:60]([O:63][CH3:64])=[CH:59][CH:58]=4)[C:46]4=[N:47][CH:48]=[C:49]([C:50]#[N:51])[N:45]4[N:44]=3)[C:12]=2[Cl:20])[CH2:7][C@@H:6]1[O:21][Si:22]([C:25]([CH3:26])([CH3:28])[CH3:27])([CH3:23])[CH3:24]. Given the reactants [CH3:1][O:2][C:3](=[O:29])[NH:4][C@H:5]1[CH2:10][CH2:9][N:8]([C:11]2[CH:16]=[C:15]([C:17]#[N:18])[CH:14]=[C:13]([NH2:19])[C:12]=2[Cl:20])[CH2:7][C@@H:6]1[O:21][Si:22]([C:25]([CH3:28])([CH3:27])[CH3:26])([CH3:24])[CH3:23].NC1C=CC=CC=1.[CH:37]1([N:40]([CH2:56][C:57]2[CH:62]=[CH:61][C:60]([O:63][CH3:64])=[CH:59][CH:58]=2)[C:41]2[C:46]3=[N:47][CH:48]=[C:49]([C:50]#[N:51])[N:45]3[N:44]=[C:43](S(C)(=O)=O)[N:42]=2)[CH2:39][CH2:38]1, predict the reaction product.